Task: Predict the product of the given reaction.. Dataset: Forward reaction prediction with 1.9M reactions from USPTO patents (1976-2016) (1) Given the reactants [C-:1]#[N:2].[K+].Cl[CH2:5][C:6]1[CH:26]=[CH:25][C:9]([CH2:10][C:11]2[C:12]([NH:19][CH2:20][CH2:21][CH2:22][CH2:23][CH3:24])=[N:13][C:14]([NH2:18])=[N:15][C:16]=2[CH3:17])=[C:8]([F:27])[CH:7]=1, predict the reaction product. The product is: [NH2:18][C:14]1[N:15]=[C:16]([CH3:17])[C:11]([CH2:10][C:9]2[CH:25]=[CH:26][C:6]([CH2:5][C:1]#[N:2])=[CH:7][C:8]=2[F:27])=[C:12]([NH:19][CH2:20][CH2:21][CH2:22][CH2:23][CH3:24])[N:13]=1. (2) Given the reactants Br[C:2]1[C:3]([NH2:22])=[N:4][C:5]([C:15]2[CH:20]=[CH:19][C:18]([CH3:21])=[CH:17][CH:16]=2)=[C:6]([C:8]2[CH:13]=[CH:12][C:11]([CH3:14])=[CH:10][CH:9]=2)[N:7]=1.N#N.C(N(CC)CC)C.[C:32]([CH:34]1[CH2:36][CH2:35]1)#[CH:33], predict the reaction product. The product is: [CH:34]1([C:32]#[C:33][C:2]2[C:3]([NH2:22])=[N:4][C:5]([C:15]3[CH:20]=[CH:19][C:18]([CH3:21])=[CH:17][CH:16]=3)=[C:6]([C:8]3[CH:13]=[CH:12][C:11]([CH3:14])=[CH:10][CH:9]=3)[N:7]=2)[CH2:36][CH2:35]1. (3) Given the reactants [CH2:1]([O:3][C:4](=[O:33])[C:5]1[CH:10]=[CH:9][CH:8]=[C:7]([N:11]2[C:15]([CH3:16])=[CH:14][CH:13]=[C:12]2[C:17]2[CH:22]=[CH:21][CH:20]=[CH:19][C:18]=2[O:23]CC2C=CC(OC)=CC=2)[CH:6]=1)[CH3:2], predict the reaction product. The product is: [CH2:1]([O:3][C:4](=[O:33])[C:5]1[CH:10]=[CH:9][CH:8]=[C:7]([N:11]2[C:15]([CH3:16])=[CH:14][CH:13]=[C:12]2[C:17]2[CH:22]=[CH:21][CH:20]=[CH:19][C:18]=2[OH:23])[CH:6]=1)[CH3:2]. (4) Given the reactants [F:1][C:2]1[CH:3]=[C:4]([CH:6]=[C:7]([F:10])[C:8]=1[F:9])[NH2:5].Cl[C:12]1([C:35]([O:37][CH2:38][CH3:39])=[O:36])[CH2:17][CH2:16][CH2:15][N:14]2[C:18]([C:21]3[CH:26]=[CH:25][C:24]([C:27]4[O:31][C:30]([CH3:32])=[N:29][CH:28]=4)=[C:23]([O:33][CH3:34])[CH:22]=3)=[N:19][N:20]=[C:13]12, predict the reaction product. The product is: [CH3:34][O:33][C:23]1[CH:22]=[C:21]([C:18]2[N:14]3[CH2:15][CH2:16][CH2:17][C:12]([NH:5][C:4]4[CH:3]=[C:2]([F:1])[C:8]([F:9])=[C:7]([F:10])[CH:6]=4)([C:35]([O:37][CH2:38][CH3:39])=[O:36])[C:13]3=[N:20][N:19]=2)[CH:26]=[CH:25][C:24]=1[C:27]1[O:31][C:30]([CH3:32])=[N:29][CH:28]=1. (5) Given the reactants [C:1]([O:4][C:5]1[CH:10]=[C:9]([C:11](=O)[C:12]([C:14]2[CH:19]=[CH:18][C:17]([F:20])=[C:16]([Br:21])[CH:15]=2)=O)C=[CH:7][C:6]=1[O:23]C)(=O)C.[CH3:25][NH:26][C:27]([NH2:29])=[S:28].[OH-:30].[K+].Cl.[CH3:33]S(C)=O, predict the reaction product. The product is: [Br:21][C:16]1[CH:15]=[C:14]([C:12]2([C:11]3[CH:9]=[CH:10][C:5]([O:4][CH3:1])=[C:6]([OH:23])[CH:7]=3)[NH:29][C:27](=[S:28])[N:26]([CH3:33])[C:25]2=[O:30])[CH:19]=[CH:18][C:17]=1[F:20].